The task is: Predict the product of the given reaction.. This data is from Forward reaction prediction with 1.9M reactions from USPTO patents (1976-2016). (1) Given the reactants [CH:1]([O:4][C:5]([N:7]1[CH2:12][CH2:11][CH:10]([O:13][N:14]=[C:15]2[CH2:20][CH2:19][N:18]([C:21]3[CH:26]=[C:25]([F:27])[C:24]([NH2:28])=[CH:23][C:22]=3[F:29])[CH2:17][CH2:16]2)[CH2:9][CH2:8]1)=[O:6])([CH3:3])[CH3:2].C(N(CC)CC)C.[S:37](Cl)([CH3:40])(=[O:39])=[O:38], predict the reaction product. The product is: [CH:1]([O:4][C:5]([N:7]1[CH2:12][CH2:11][CH:10]([O:13][N:14]=[C:15]2[CH2:20][CH2:19][N:18]([C:21]3[CH:26]=[C:25]([F:27])[C:24]([NH:28][S:37]([CH3:40])(=[O:39])=[O:38])=[CH:23][C:22]=3[F:29])[CH2:17][CH2:16]2)[CH2:9][CH2:8]1)=[O:6])([CH3:3])[CH3:2]. (2) Given the reactants C1(C)C=CC(S(O)(=O)=O)=CC=1.C1COCC1.CCOC(C)=O.[Cl:23][C:24]1[CH:25]=[C:26]([C:31]2[N:35]([C:36]3[CH:41]=[CH:40][C:39]([O:42][CH3:43])=[CH:38][CH:37]=3)[N:34]=[C:33]([CH2:44][O:45]C3CCCCO3)[CH:32]=2)[CH:27]=[CH:28][C:29]=1[Cl:30], predict the reaction product. The product is: [Cl:23][C:24]1[CH:25]=[C:26]([C:31]2[N:35]([C:36]3[CH:37]=[CH:38][C:39]([O:42][CH3:43])=[CH:40][CH:41]=3)[N:34]=[C:33]([CH2:44][OH:45])[CH:32]=2)[CH:27]=[CH:28][C:29]=1[Cl:30]. (3) Given the reactants [C:1]([N:4]1[C:13]2[C:8](=[CH:9][CH:10]=[CH:11][CH:12]=2)[CH:7]([NH:14][C:15]2[CH:20]=[CH:19][C:18]([CH2:21][OH:22])=[CH:17][CH:16]=2)[CH2:6][CH:5]1[CH3:23])(=[O:3])[CH3:2].[H-].[Na+].I[CH3:27], predict the reaction product. The product is: [C:1]([N:4]1[C:13]2[C:8](=[CH:9][CH:10]=[CH:11][CH:12]=2)[CH:7]([NH:14][C:15]2[CH:16]=[CH:17][C:18]([CH2:21][O:22][CH3:27])=[CH:19][CH:20]=2)[CH2:6][CH:5]1[CH3:23])(=[O:3])[CH3:2]. (4) Given the reactants Cl[C:2]1[CH:7]=[CH:6][N:5]2[N:8]=[CH:9][C:10]([C:11]([O:13][CH2:14][CH3:15])=[O:12])=[C:4]2[N:3]=1.[F:16][C:17]1[CH:18]=[N:19][CH:20]=[C:21]([C@H:23]2[CH2:27][CH2:26][CH2:25][NH:24]2)[CH:22]=1.[F-].[K+], predict the reaction product. The product is: [F:16][C:17]1[CH:22]=[C:21]([C@H:23]2[CH2:27][CH2:26][CH2:25][N:24]2[C:2]2[CH:7]=[CH:6][N:5]3[N:8]=[CH:9][C:10]([C:11]([O:13][CH2:14][CH3:15])=[O:12])=[C:4]3[N:3]=2)[CH:20]=[N:19][CH:18]=1. (5) Given the reactants [Cl-].[Na+].[P:3]([O-:7])([O-:6])([O-:5])=[O:4].[Na+].[Na+].[Na+].[Cl-].[Ca+2:12].[Cl-], predict the reaction product. The product is: [P:3]([O-:7])([O-:6])([O-:5])=[O:4].[Ca+2:12].[P:3]([O-:7])([O-:6])([O-:5])=[O:4].[Ca+2:12].[Ca+2:12]. (6) The product is: [Cl:1][C:2]1[CH:7]=[CH:6][CH:5]=[CH:4][C:3]=1[C:8]1[NH:27][C:25](=[O:26])[C:24]([C:22]#[N:23])=[CH:10][C:9]=1[C:14]1[CH:15]=[CH:16][C:17]([Cl:20])=[CH:18][CH:19]=1. Given the reactants [Cl:1][C:2]1[CH:7]=[CH:6][CH:5]=[CH:4][C:3]=1[C:8](=O)[C:9]([C:14]1[CH:19]=[CH:18][C:17]([Cl:20])=[CH:16][CH:15]=1)=[CH:10]N(C)C.[C:22]([CH2:24][C:25]([NH2:27])=[O:26])#[N:23].CO.[H-].[Na+], predict the reaction product. (7) Given the reactants [F:1][C:2]([F:30])([F:29])[C@H:3]1[CH2:8][CH2:7][C@H:6]([NH:9][C:10](=[O:28])[C:11]2[CH:16]=[C:15]([N+:17]([O-])=O)[C:14]([NH2:20])=[N:13][C:12]=2[N:21]2[CH2:26][CH2:25][CH:24]([F:27])[CH2:23][CH2:22]2)[CH2:5][CH2:4]1, predict the reaction product. The product is: [F:30][C:2]([F:1])([F:29])[C@H:3]1[CH2:4][CH2:5][C@H:6]([NH:9][C:10](=[O:28])[C:11]2[CH:16]=[C:15]([NH2:17])[C:14]([NH2:20])=[N:13][C:12]=2[N:21]2[CH2:26][CH2:25][CH:24]([F:27])[CH2:23][CH2:22]2)[CH2:7][CH2:8]1.